From a dataset of Forward reaction prediction with 1.9M reactions from USPTO patents (1976-2016). Predict the product of the given reaction. Given the reactants [CH3:1][CH:2]1[C:7]([CH3:19])([C:8]2[CH:13]=[CH:12][CH:11]=[C:10]([C:14]3[N:15]=[N:16][NH:17][CH:18]=3)[CH:9]=2)[CH2:6][CH2:5][NH:4][CH2:3]1.Br[CH2:21][CH2:22][CH2:23][CH2:24][CH3:25].C(=O)([O-])O.[Na+], predict the reaction product. The product is: [CH3:1][CH:2]1[C:7]([CH3:19])([C:8]2[CH:13]=[CH:12][CH:11]=[C:10]([C:14]3[N:15]=[N:16][NH:17][CH:18]=3)[CH:9]=2)[CH2:6][CH2:5][N:4]([CH2:21][CH2:22][CH2:23][CH2:24][CH3:25])[CH2:3]1.